Dataset: Catalyst prediction with 721,799 reactions and 888 catalyst types from USPTO. Task: Predict which catalyst facilitates the given reaction. Reactant: Cl[C:2]1[N:7]=[C:6]([NH:8][C:9]2[CH:14]=[CH:13][C:12]([O:15][C:16]([F:19])([F:18])[F:17])=[CH:11][CH:10]=2)[CH:5]=[C:4]([N:20]2[CH2:25][CH2:24][CH2:23][CH2:22][CH2:21]2)[CH:3]=1.C(=O)([O-])[O-].[K+].[K+].[F:32][C:33]1[CH:38]=[CH:37][C:36](B(O)O)=[CH:35][CH:34]=1.O. Product: [F:32][C:33]1[CH:38]=[CH:37][C:36]([C:2]2[N:7]=[C:6]([NH:8][C:9]3[CH:14]=[CH:13][C:12]([O:15][C:16]([F:19])([F:18])[F:17])=[CH:11][CH:10]=3)[CH:5]=[C:4]([N:20]3[CH2:25][CH2:24][CH2:23][CH2:22][CH2:21]3)[CH:3]=2)=[CH:35][CH:34]=1. The catalyst class is: 77.